From a dataset of Drug-target binding data from BindingDB using Ki measurements. Regression. Given a target protein amino acid sequence and a drug SMILES string, predict the binding affinity score between them. We predict pKi (pKi = -log10(Ki in M); higher means stronger inhibition). Dataset: bindingdb_ki. The drug is CCC(C)(C)C(=O)C(=O)N1CCCCC1C(=O)OCCC(c1ccccc1)c1ccccc1. The target protein sequence is MGVEIETISPGDGRTFPKKGQTCVVHYTGMLQNGKKFDSSRDRNKPFRFKIGRQEVIKGFEEGVTQMSLGQRAKLTCTPEMAYGATGHPGVIPPNATLLFDVELLRLE. The pKi is 8.1.